From a dataset of Reaction yield outcomes from USPTO patents with 853,638 reactions. Predict the reaction yield, written as a fraction of the theoretical maximum amount of product (1.0 means a 100% yield; for example, 0.34 means a 34% yield). (1) The reactants are [I:1][C:2]1[CH:3]=[C:4]([N+:12]([O-])=O)[CH:5]=[C:6]2[C:10]=1[NH:9][CH:8]([CH3:11])[CH2:7]2.[Cl-:15].[NH4+]. The catalyst is CO.O.[Fe]. The product is [ClH:15].[I:1][C:2]1[CH:3]=[C:4]([NH2:12])[CH:5]=[C:6]2[C:10]=1[NH:9][C:8]([CH3:11])=[CH:7]2. The yield is 0.810. (2) The reactants are [C:1](Cl)(=[O:6])[C:2]([CH3:5])([CH3:4])[CH3:3].[OH:8][C:9]1[C:10]([C:20]([O:22][CH2:23][CH2:24][CH2:25][CH3:26])=[O:21])=[CH:11][CH:12]=[C:13]2[C:18]=1[N:17]=[C:16]([CH3:19])[CH:15]=[CH:14]2. The catalyst is N1C=CC=CC=1. The product is [CH3:3][C:2]([CH3:5])([CH3:4])[C:1]([O:8][C:9]1[C:10]([C:20]([O:22][CH2:23][CH2:24][CH2:25][CH3:26])=[O:21])=[CH:11][CH:12]=[C:13]2[C:18]=1[N:17]=[C:16]([CH3:19])[CH:15]=[CH:14]2)=[O:6]. The yield is 0.820. (3) The reactants are Br[C:2]1[CH:17]=[CH:16][C:5]([O:6][CH2:7][CH2:8][N:9]2[CH2:14][CH2:13][N:12]([CH3:15])[CH2:11][CH2:10]2)=[CH:4][C:3]=1[F:18].[B:19]1([B:19]2[O:23][C:22]([CH3:25])([CH3:24])[C:21]([CH3:27])([CH3:26])[O:20]2)[O:23][C:22]([CH3:25])([CH3:24])[C:21]([CH3:27])([CH3:26])[O:20]1.C([O-])(=O)C.[K+].N#N. The catalyst is C1C=CC(P(C2C=CC=CC=2)[C-]2C=CC=C2)=CC=1.C1C=CC(P(C2C=CC=CC=2)[C-]2C=CC=C2)=CC=1.Cl[Pd]Cl.[Fe+2].C(Cl)Cl.COCCOC. The product is [F:18][C:3]1[CH:4]=[C:5]([CH:16]=[CH:17][C:2]=1[B:19]1[O:23][C:22]([CH3:25])([CH3:24])[C:21]([CH3:27])([CH3:26])[O:20]1)[O:6][CH2:7][CH2:8][N:9]1[CH2:14][CH2:13][N:12]([CH3:15])[CH2:11][CH2:10]1. The yield is 0.720. (4) The reactants are [C:1]([O:6][CH3:7])(=[O:5])/[CH:2]=[CH:3]/[CH3:4].C1(C)C=CC=CC=1P(C1C=CC=CC=1C)C1C=CC=CC=1C.C(N(CC)CC)C.[NH2:37][C:38]1[CH:43]=[CH:42][C:41](Br)=[CH:40][N:39]=1. The catalyst is CN(C=O)C.C(OCC)(=O)C.C1C=CC(/C=C/C(/C=C/C2C=CC=CC=2)=O)=CC=1.C1C=CC(/C=C/C(/C=C/C2C=CC=CC=2)=O)=CC=1.C1C=CC(/C=C/C(/C=C/C2C=CC=CC=2)=O)=CC=1.[Pd].[Pd]. The product is [CH3:7][O:6][C:1](=[O:5])[CH:2]=[C:3]([C:41]1[CH:40]=[N:39][C:38]([NH2:37])=[CH:43][CH:42]=1)[CH3:4]. The yield is 0.410. (5) The product is [CH2:1]([O:3][C:4](=[O:41])[CH2:5][CH2:6][CH2:7][O:8][C:9]1[CH:14]=[CH:13][CH:12]=[C:11]([CH2:15][CH2:16][CH2:17][CH2:18][CH2:19][CH2:20][O:21][C:22]2[CH:27]=[C:26]([C:28]3[CH:32]=[CH:31][S:30][CH:29]=3)[CH:25]=[C:24]([C:49]3[CH:48]=[CH:47][C:46]4[O:42][CH2:43][O:44][C:45]=4[CH:50]=3)[CH:23]=2)[C:10]=1[CH2:34][CH2:35][C:36]([O:38][CH2:39][CH3:40])=[O:37])[CH3:2]. The yield is 0.535. The catalyst is C(COC)OC.C(O)C.O.C(OCC)(=O)C.C1C=CC([P]([Pd]([P](C2C=CC=CC=2)(C2C=CC=CC=2)C2C=CC=CC=2)([P](C2C=CC=CC=2)(C2C=CC=CC=2)C2C=CC=CC=2)[P](C2C=CC=CC=2)(C2C=CC=CC=2)C2C=CC=CC=2)(C2C=CC=CC=2)C2C=CC=CC=2)=CC=1. The reactants are [CH2:1]([O:3][C:4](=[O:41])[CH2:5][CH2:6][CH2:7][O:8][C:9]1[CH:14]=[CH:13][CH:12]=[C:11]([CH2:15][CH2:16][CH2:17][CH2:18][CH2:19][CH2:20][O:21][C:22]2[CH:27]=[C:26]([C:28]3[CH:32]=[CH:31][S:30][CH:29]=3)[CH:25]=[C:24](I)[CH:23]=2)[C:10]=1[CH2:34][CH2:35][C:36]([O:38][CH2:39][CH3:40])=[O:37])[CH3:2].[O:42]1[C:46]2[CH:47]=[CH:48][C:49](B(O)O)=[CH:50][C:45]=2[O:44][CH2:43]1.C(=O)([O-])[O-].[Na+].[Na+].